The task is: Predict the product of the given reaction.. This data is from Forward reaction prediction with 1.9M reactions from USPTO patents (1976-2016). (1) Given the reactants [Cl:1][C:2]1[CH:3]=[CH:4][C:5]([C:9]2[N:13]([CH2:14][CH:15]3[CH2:20][CH2:19][CH2:18][CH2:17][CH2:16]3)[C:12]3[CH:21]=[C:22]([F:26])[C:23]([F:25])=[CH:24][C:11]=3[N:10]=2)=[C:6]([NH2:8])[CH:7]=1.C[O:28][C:29](=O)[C:30]1[CH:35]=[CH:34][C:33]([C:36]2[NH:40][N:39]=[N:38][N:37]=2)=[C:32]([F:41])[CH:31]=1, predict the reaction product. The product is: [Cl:1][C:2]1[CH:3]=[CH:4][C:5]([C:9]2[N:13]([CH2:14][CH:15]3[CH2:16][CH2:17][CH2:18][CH2:19][CH2:20]3)[C:12]3[CH:21]=[C:22]([F:26])[C:23]([F:25])=[CH:24][C:11]=3[N:10]=2)=[C:6]([NH:8][C:29](=[O:28])[C:30]2[CH:35]=[CH:34][C:33]([C:36]3[NH:40][N:39]=[N:38][N:37]=3)=[C:32]([F:41])[CH:31]=2)[CH:7]=1. (2) Given the reactants [O:1]1[C:10]2[C:5](=[CH:6][CH:7]=[CH:8][CH:9]=2)C(C#N)[CH2:3][CH2:2]1.[Sn](Cl)Cl.Cl.[CH3:17][C:18]([OH:20])=[O:19], predict the reaction product. The product is: [O:1]1[C:10]2[C:9](=[CH:8][CH:7]=[CH:6][CH:5]=2)[CH:17]([C:18]([OH:20])=[O:19])[CH2:3][CH2:2]1. (3) Given the reactants [NH2:1][C:2]1[CH:3]=[C:4]2[C:9](=[C:10]([C:12]([N:14]([CH3:16])[CH3:15])=[O:13])[CH:11]=1)[N:8]=[CH:7][C:6]([C:17]#[N:18])=[C:5]2[NH:19][C:20]1[CH:25]=[CH:24][C:23]([F:26])=[C:22]([Cl:27])[CH:21]=1.[NH:28]1[CH:32]=[CH:31][C:30]([CH:33]=O)=[N:29]1.[BH3-]C#N.[Na+], predict the reaction product. The product is: [NH:29]1[C:30]([CH2:33][NH:1][C:2]2[CH:3]=[C:4]3[C:9](=[C:10]([C:12]([N:14]([CH3:15])[CH3:16])=[O:13])[CH:11]=2)[N:8]=[CH:7][C:6]([C:17]#[N:18])=[C:5]3[NH:19][C:20]2[CH:25]=[CH:24][C:23]([F:26])=[C:22]([Cl:27])[CH:21]=2)=[CH:31][CH:32]=[N:28]1. (4) Given the reactants [CH:1]([N:14]1[C:22]2[C:17](=[CH:18][C:19]([Cl:23])=[CH:20][CH:21]=2)[C:16]([CH2:24][CH2:25][CH2:26][C:27]2[CH:37]=[CH:36][C:30]([C:31]([O:33]CC)=[O:32])=[CH:29][CH:28]=2)=[C:15]1[CH2:38][CH2:39][NH:40][S:41]([CH2:44][C:45]1[CH:50]=[CH:49][C:48]([Cl:51])=[C:47]([Cl:52])[CH:46]=1)(=[O:43])=[O:42])([C:8]1[CH:13]=[CH:12][CH:11]=[CH:10][CH:9]=1)[C:2]1[CH:7]=[CH:6][CH:5]=[CH:4][CH:3]=1.[Li+].[OH-].CO.Cl, predict the reaction product. The product is: [Cl:23][C:19]1[CH:18]=[C:17]2[C:22](=[CH:21][CH:20]=1)[N:14]([CH:1]([C:2]1[CH:3]=[CH:4][CH:5]=[CH:6][CH:7]=1)[C:8]1[CH:9]=[CH:10][CH:11]=[CH:12][CH:13]=1)[C:15]([CH2:38][CH2:39][NH:40][S:41]([CH2:44][C:45]1[CH:50]=[CH:49][C:48]([Cl:51])=[C:47]([Cl:52])[CH:46]=1)(=[O:43])=[O:42])=[C:16]2[CH2:24][CH2:25][CH2:26][C:27]1[CH:28]=[CH:29][C:30]([C:31]([OH:33])=[O:32])=[CH:36][CH:37]=1. (5) Given the reactants [NH2:1][CH2:2][CH2:3][CH2:4][CH2:5][C@@H:6]([NH:15][C:16]1[CH:21]=[CH:20][C:19]([S:22]([NH:25][C:26](=[O:43])[C:27]2[CH:32]=[CH:31][C:30]([N:33]3[CH2:42][CH2:41][C:36]4([CH2:40][CH2:39][CH2:38][CH2:37]4)[CH2:35][CH2:34]3)=[CH:29][CH:28]=2)(=[O:24])=[O:23])=[CH:18][C:17]=1[N+:44]([O-:46])=[O:45])[CH2:7][S:8][C:9]1[CH:14]=[CH:13][CH:12]=[CH:11][CH:10]=1.C([N:50]([CH:53](C)C)CC)(C)C.C[N:57](C=O)C, predict the reaction product. The product is: [NH2:57][C:53]([NH:1][CH2:2][CH2:3][CH2:4][CH2:5][C@@H:6]([NH:15][C:16]1[CH:21]=[CH:20][C:19]([S:22]([NH:25][C:26](=[O:43])[C:27]2[CH:28]=[CH:29][C:30]([N:33]3[CH2:34][CH2:35][C:36]4([CH2:37][CH2:38][CH2:39][CH2:40]4)[CH2:41][CH2:42]3)=[CH:31][CH:32]=2)(=[O:24])=[O:23])=[CH:18][C:17]=1[N+:44]([O-:46])=[O:45])[CH2:7][S:8][C:9]1[CH:10]=[CH:11][CH:12]=[CH:13][CH:14]=1)=[NH:50]. (6) Given the reactants [F:1][C:2]1[CH:21]=[C:20]([F:22])[CH:19]=[CH:18][C:3]=1[CH2:4][N:5]1[CH2:10][CH2:9][N:8](C(OC(C)(C)C)=O)[CH2:7][CH2:6]1.FC(F)(F)C(O)=O.[OH-].[Na+].[ClH:32], predict the reaction product. The product is: [ClH:32].[ClH:32].[F:1][C:2]1[CH:21]=[C:20]([F:22])[CH:19]=[CH:18][C:3]=1[CH2:4][N:5]1[CH2:6][CH2:7][NH:8][CH2:9][CH2:10]1.